Dataset: Reaction yield outcomes from USPTO patents with 853,638 reactions. Task: Predict the reaction yield, written as a fraction of the theoretical maximum amount of product (1.0 means a 100% yield; for example, 0.34 means a 34% yield). The reactants are N1C=CC=CC=1.[CH:7]([C:9]1[CH:14]=[CH:13][C:12](B(O)O)=[CH:11][CH:10]=1)=[O:8].[NH:18]1[CH:22]=[CH:21][CH:20]=[N:19]1. The catalyst is O1CCOCC1.C([O-])(=O)C.[Cu+2].C([O-])(=O)C. The product is [CH:7]([C:9]1[CH:14]=[CH:13][C:12]([N:18]2[CH:22]=[CH:21][CH:20]=[N:19]2)=[CH:11][CH:10]=1)=[O:8]. The yield is 0.660.